Regression. Given two drug SMILES strings and cell line genomic features, predict the synergy score measuring deviation from expected non-interaction effect. From a dataset of NCI-60 drug combinations with 297,098 pairs across 59 cell lines. (1) Drug 1: CCC1=CC2CC(C3=C(CN(C2)C1)C4=CC=CC=C4N3)(C5=C(C=C6C(=C5)C78CCN9C7C(C=CC9)(C(C(C8N6C)(C(=O)OC)O)OC(=O)C)CC)OC)C(=O)OC.C(C(C(=O)O)O)(C(=O)O)O. Drug 2: CN1C2=C(C=C(C=C2)N(CCCl)CCCl)N=C1CCCC(=O)O.Cl. Cell line: HCT-15. Synergy scores: CSS=7.06, Synergy_ZIP=-1.37, Synergy_Bliss=-0.0326, Synergy_Loewe=-48.4, Synergy_HSA=-1.60. (2) Drug 1: C1CCN(CC1)CCOC2=CC=C(C=C2)C(=O)C3=C(SC4=C3C=CC(=C4)O)C5=CC=C(C=C5)O. Drug 2: CS(=O)(=O)C1=CC(=C(C=C1)C(=O)NC2=CC(=C(C=C2)Cl)C3=CC=CC=N3)Cl. Cell line: BT-549. Synergy scores: CSS=2.56, Synergy_ZIP=0.737, Synergy_Bliss=2.95, Synergy_Loewe=0.422, Synergy_HSA=0.258.